Dataset: NCI-60 drug combinations with 297,098 pairs across 59 cell lines. Task: Regression. Given two drug SMILES strings and cell line genomic features, predict the synergy score measuring deviation from expected non-interaction effect. Drug 1: C1=C(C(=O)NC(=O)N1)F. Drug 2: C1CCC(C(C1)N)N.C(=O)(C(=O)[O-])[O-].[Pt+4]. Cell line: HOP-92. Synergy scores: CSS=19.4, Synergy_ZIP=-10.2, Synergy_Bliss=-9.60, Synergy_Loewe=-3.87, Synergy_HSA=-2.70.